From a dataset of Catalyst prediction with 721,799 reactions and 888 catalyst types from USPTO. Predict which catalyst facilitates the given reaction. (1) Reactant: [O:1]1[CH2:6][CH2:5][N:4]([C:7]2[N:12]=[CH:11][C:10]([NH2:13])=[CH:9][CH:8]=2)[CH2:3][CH2:2]1.[N:14]#[C:15][NH2:16].[ClH:17]. Product: [ClH:17].[N:4]1([C:7]2[N:12]=[CH:11][C:10]([NH:13][C:15]([NH2:16])=[NH:14])=[CH:9][CH:8]=2)[CH2:5][CH2:6][O:1][CH2:2][CH2:3]1. The catalyst class is: 12. (2) Reactant: [CH3:1][S:2][C:3]1[CH:4]=[C:5]([CH2:13][OH:14])[CH:6]=[C:7]([C:9]([F:12])([F:11])[F:10])[CH:8]=1.CC(OI1(OC(C)=O)(OC(C)=O)OC(=O)C2C=CC=CC1=2)=O.[OH-].[Na+]. Product: [CH3:1][S:2][C:3]1[CH:4]=[C:5]([CH:6]=[C:7]([C:9]([F:10])([F:11])[F:12])[CH:8]=1)[CH:13]=[O:14]. The catalyst class is: 2. (3) Reactant: Cl[CH2:2][C:3]([N:5]1[C@@H:9]([C:10]#[CH:11])[CH2:8][CH2:7][C@H:6]1[C:12]#[N:13])=[O:4].[NH2:14][C:15]([CH3:27])([CH3:26])[CH2:16][O:17][C:18]1[CH:25]=[CH:24][C:21]([C:22]#[N:23])=[CH:20][N:19]=1. Product: [CH3:27][C:15]([NH:14][CH2:2][C:3]([N:5]1[C@@H:9]([C:10]#[CH:11])[CH2:8][CH2:7][C@H:6]1[C:12]#[N:13])=[O:4])([CH3:26])[CH2:16][O:17][C:18]1[CH:25]=[CH:24][C:21]([C:22]#[N:23])=[CH:20][N:19]=1. The catalyst class is: 10. (4) Reactant: Br[C:2]1[C:3]2[CH:18]=[CH:17][C:16]([O:19][CH3:20])=[CH:15][C:4]=2[S:5][C:6]=1[C:7]1[CH:12]=[CH:11][C:10]([O:13][CH3:14])=[CH:9][CH:8]=1.[NH2:21][C:22]1[CH:34]=[CH:33][C:25]([CH:26]=[CH:27][C:28]([O:30][CH2:31][CH3:32])=[O:29])=[CH:24][CH:23]=1.[O-]P([O-])([O-])=O.[K+].[K+].[K+].O1CCOCC1. Product: [CH3:20][O:19][C:16]1[CH:17]=[CH:18][C:3]2[C:2]([NH:21][C:22]3[CH:23]=[CH:24][C:25](/[CH:26]=[CH:27]/[C:28]([O:30][CH2:31][CH3:32])=[O:29])=[CH:33][CH:34]=3)=[C:6]([C:7]3[CH:12]=[CH:11][C:10]([O:13][CH3:14])=[CH:9][CH:8]=3)[S:5][C:4]=2[CH:15]=1. The catalyst class is: 25. (5) Reactant: [Br:1]Br.[O:3]=[C:4]1[CH2:10][CH2:9][CH2:8][N:7]([C:11]([O:13][CH2:14][CH3:15])=[O:12])[CH2:6][CH2:5]1. Product: [Br:1][CH:10]1[C:4](=[O:3])[CH2:5][CH2:6][N:7]([C:11]([O:13][CH2:14][CH3:15])=[O:12])[CH2:8][CH2:9]1. The catalyst class is: 22. (6) Reactant: [Cl:1][C:2]1[C:11]2[C:6](=[CH:7][C:8]([C:12]3[CH:17]=[CH:16][CH:15]=[CH:14][C:13]=3[C:18]([F:21])([F:20])[F:19])=[CH:9][CH:10]=2)[N:5]=[CH:4][N:3]=1.[F:22][C:23]([F:32])([F:31])[C:24]1[CH:30]=[CH:29][C:27]([NH2:28])=[CH:26][CH:25]=1. Product: [F:22][C:23]([F:31])([F:32])[C:24]1[CH:25]=[CH:26][C:27]([NH:28][C:2]2[C:11]3[C:6](=[CH:7][C:8]([C:12]4[CH:17]=[CH:16][CH:15]=[CH:14][C:13]=4[C:18]([F:21])([F:20])[F:19])=[CH:9][CH:10]=3)[N:5]=[CH:4][N:3]=2)=[CH:29][CH:30]=1.[ClH:1]. The catalyst class is: 32. (7) Reactant: [OH:1][C:2]1[CH:7]=[CH:6][C:5]([C:8]2[CH:16]=[C:15]3[C:11]([CH2:12][CH2:13][CH:14]3[C:17]([O:19]C)=[O:18])=[CH:10][CH:9]=2)=[CH:4][CH:3]=1.Cl[CH2:22][C:23]1[C:24]([C:31]2[C:36]([Cl:37])=[CH:35][CH:34]=[CH:33][C:32]=2[Cl:38])=[N:25][O:26][C:27]=1[CH:28]([CH3:30])[CH3:29].C(=O)([O-])[O-].[K+].[K+].[OH-].[Na+]. Product: [Cl:37][C:36]1[CH:35]=[CH:34][CH:33]=[C:32]([Cl:38])[C:31]=1[C:24]1[C:23]([CH2:22][O:1][C:2]2[CH:3]=[CH:4][C:5]([C:8]3[CH:16]=[C:15]4[C:11]([CH2:12][CH2:13][CH:14]4[C:17]([OH:19])=[O:18])=[CH:10][CH:9]=3)=[CH:6][CH:7]=2)=[C:27]([CH:28]([CH3:30])[CH3:29])[O:26][N:25]=1. The catalyst class is: 42. (8) Reactant: [OH:1][CH:2]1[CH2:11][C:10]2[C:9]([NH:12][C:13](=[O:22])[O:14][CH2:15][C:16]3[CH:21]=[CH:20][CH:19]=[CH:18][CH:17]=3)=[CH:8][CH:7]=[CH:6][C:5]=2[CH2:4][CH2:3]1.[CH3:23][O:24][C@H:25]([C:29]1[CH:34]=[CH:33][CH:32]=[CH:31][CH:30]=1)[C:26](O)=[O:27].C1(N=C=NC2CCCCC2)CCCCC1. Product: [CH3:23][O:24][C@H:25]([C:29]1[CH:34]=[CH:33][CH:32]=[CH:31][CH:30]=1)[C:26]([O:1][CH:2]1[CH2:3][CH2:4][C:5]2[C:10](=[C:9]([NH:12][C:13]([O:14][CH2:15][C:16]3[CH:21]=[CH:20][CH:19]=[CH:18][CH:17]=3)=[O:22])[CH:8]=[CH:7][CH:6]=2)[CH2:11]1)=[O:27]. The catalyst class is: 119. (9) Reactant: [Cl:1][C:2]1[CH:3]=[C:4]2[C:8](=[CH:9][C:10]=1[O:11][CH3:12])[C:7]([CH2:15][C:16]#[N:17])([C:13]#N)[CH2:6][CH2:5]2.[OH2:18].CC(O)=[O:21]. Product: [Cl:1][C:2]1[CH:3]=[C:4]2[C:8](=[CH:9][C:10]=1[O:11][CH3:12])[C:7]1([CH2:15][C:16](=[O:18])[NH:17][C:13]1=[O:21])[CH2:6][CH2:5]2. The catalyst class is: 82. (10) Reactant: [F:1][C:2]1[CH:7]=[CH:6][CH:5]=[CH:4][C:3]=1[C:8]1[CH:17]=[C:16]([C:18]2[CH:27]=[CH:26][C:25]([N+]([O-])=O)=[C:24]3[C:19]=2[CH:20]=[CH:21][N:22]=[CH:23]3)[C:15]2[C:10](=[N:11][CH:12]=[CH:13][CH:14]=2)[N:9]=1.C(=O)([O-])[O-].[Cs+].[Cs+].[CH2:37]([OH:40])[CH2:38][OH:39]. Product: [F:1][C:2]1[CH:7]=[CH:6][CH:5]=[CH:4][C:3]=1[C:8]1[CH:17]=[C:16]([C:18]2[CH:27]=[CH:26][C:25]([O:39][CH2:38][CH2:37][OH:40])=[C:24]3[C:19]=2[CH:20]=[CH:21][N:22]=[CH:23]3)[C:15]2[C:10](=[N:11][CH:12]=[CH:13][CH:14]=2)[N:9]=1. The catalyst class is: 6.